This data is from NCI-60 drug combinations with 297,098 pairs across 59 cell lines. The task is: Regression. Given two drug SMILES strings and cell line genomic features, predict the synergy score measuring deviation from expected non-interaction effect. Drug 1: C1CC(=O)NC(=O)C1N2CC3=C(C2=O)C=CC=C3N. Drug 2: C1CCC(CC1)NC(=O)N(CCCl)N=O. Cell line: T-47D. Synergy scores: CSS=17.6, Synergy_ZIP=4.08, Synergy_Bliss=2.38, Synergy_Loewe=2.69, Synergy_HSA=2.82.